Binary Classification. Given a miRNA mature sequence and a target amino acid sequence, predict their likelihood of interaction. From a dataset of Experimentally validated miRNA-target interactions with 360,000+ pairs, plus equal number of negative samples. The miRNA is hsa-miR-3192-3p with sequence CUCUGAUCGCCCUCUCAGCUC. The protein sequence of the target gene is MEQRWGLLRRVQQWSPRPSQTIYRRVEGPQLEHLEEEDREEGAELPAQFCPMELKGPEHLGSCPGRSIPIPWAAAGRKAAPYLVLITLLIFTGAFLLGYVAFRGSCQACGDSVLVVDEDVNPEDSGRTTLYWSDLQAMFLRFLGEGRMEDTIRLTSLRERVAGSARMATLVQDILDKLSRQKLDHVWTDTHYVGLQFPDPAHANTLHWVDADGSVQEQLPLEDPEVYCPYSATGNATGKLVYAHYGRSEDLQDLKAKGVELAGSLLLVRVGITSFAQKVAVAQDFGAQGVLIYPDPSDFS.... Result: 0 (no interaction).